Dataset: Full USPTO retrosynthesis dataset with 1.9M reactions from patents (1976-2016). Task: Predict the reactants needed to synthesize the given product. (1) The reactants are: C([Li])CCC.Br[C:7]1[CH:11]=[CH:10][S:9][CH:8]=1.[Br-].[Mg+2].[Br-].[C:15](O[C:15](=[O:18])[CH2:16][CH3:17])(=[O:18])[CH2:16][CH3:17].[Cl-].[NH4+]. Given the product [S:9]1[CH:10]=[CH:11][C:7]([C:15](=[O:18])[CH2:16][CH3:17])=[CH:8]1, predict the reactants needed to synthesize it. (2) The reactants are: [Cl:1][C:2]1[C:3]([N+:10]([O-:12])=[O:11])=[C:4]([CH:6]=[C:7]([Cl:9])[CH:8]=1)[NH2:5].Cl[C:14]([O:16][CH3:17])=[O:15]. Given the product [Cl:1][C:2]1[C:3]([N+:10]([O-:12])=[O:11])=[C:4]([NH:5][C:14](=[O:15])[O:16][CH3:17])[CH:6]=[C:7]([Cl:9])[CH:8]=1, predict the reactants needed to synthesize it. (3) Given the product [CH2:1]([O:8][C:9]([N:11]1[CH2:15][CH2:14][CH2:13][C@H:12]1[F:31])=[O:10])[C:2]1[CH:7]=[CH:6][CH:5]=[CH:4][CH:3]=1, predict the reactants needed to synthesize it. The reactants are: [CH2:1]([O:8][C:9]([N:11]1[CH2:15][CH2:14][CH2:13][C@@H:12]1COS(C1C=CC(C)=CC=1)(=O)=O)=[O:10])[C:2]1[CH:7]=[CH:6][CH:5]=[CH:4][CH:3]=1.O.O.O.[F-:31].C([N+](CCCC)(CCCC)CCCC)CCC.O.C(OCC)(=O)C. (4) Given the product [C:20]([O:19][C:17]([N:24]1[CH2:29][CH2:28][CH:27]([NH:15][C:12]2[CH:11]=[CH:10][C:9]([O:8][CH2:7][C:6]([O:5][C:1]([CH3:4])([CH3:2])[CH3:3])=[O:16])=[CH:14][CH:13]=2)[CH2:26][CH2:25]1)=[O:18])([CH3:23])([CH3:21])[CH3:22], predict the reactants needed to synthesize it. The reactants are: [C:1]([O:5][C:6](=[O:16])[CH2:7][O:8][C:9]1[CH:14]=[CH:13][C:12]([NH2:15])=[CH:11][CH:10]=1)([CH3:4])([CH3:3])[CH3:2].[C:17]([N:24]1[CH2:29][CH2:28][C:27](=O)[CH2:26][CH2:25]1)([O:19][C:20]([CH3:23])([CH3:22])[CH3:21])=[O:18]. (5) Given the product [F:34][C:35]1[CH:36]=[C:37]([CH:40]=[CH:41][C:42]=1[F:43])[CH2:38][N:27]1[CH2:28][CH2:29][CH:24]([N:11]2[CH:10]=[N:9][C:8]3[C:12]2=[N:13][C:14]([C:16]2[CH:17]=[C:18]([CH2:22][OH:23])[CH:19]=[CH:20][CH:21]=2)=[N:15][C:7]=3[N:1]2[CH2:6][CH2:5][O:4][CH2:3][CH2:2]2)[CH2:25][CH2:26]1, predict the reactants needed to synthesize it. The reactants are: [N:1]1([C:7]2[N:15]=[C:14]([C:16]3[CH:17]=[C:18]([CH2:22][OH:23])[CH:19]=[CH:20][CH:21]=3)[N:13]=[C:12]3[C:8]=2[N:9]=[CH:10][N:11]3[CH:24]2[CH2:29][CH2:28][NH:27][CH2:26][CH2:25]2)[CH2:6][CH2:5][O:4][CH2:3][CH2:2]1.[BH3-]C#N.[Na+].[F:34][C:35]1[CH:36]=[C:37]([CH:40]=[CH:41][C:42]=1[F:43])[CH:38]=O. (6) Given the product [N:15]1([CH2:11][C:10]2[CH:13]=[CH:14][C:7]([C:5]#[N:6])=[CH:8][CH:9]=2)[CH2:20][CH2:19][CH2:18][CH2:17][CH2:16]1, predict the reactants needed to synthesize it. The reactants are: C([BH3-])#N.[Na+].[C:5]([C:7]1[CH:14]=[CH:13][C:10]([CH:11]=O)=[CH:9][CH:8]=1)#[N:6].[NH:15]1[CH2:20][CH2:19][CH2:18][CH2:17][CH2:16]1.C(O)(=O)C. (7) The reactants are: [Cl:1][C:2]1[N:3]=[C:4](Cl)[C:5]2[N:10]=[CH:9][S:8][C:6]=2[N:7]=1.[CH3:12][O:13][C:14]1[CH:15]=[C:16]([NH2:22])[CH:17]=[CH:18][C:19]=1[O:20][CH3:21].CCN(C(C)C)C(C)C.O. Given the product [Cl:1][C:2]1[N:3]=[C:4]([NH:22][C:16]2[CH:17]=[CH:18][C:19]([O:20][CH3:21])=[C:14]([O:13][CH3:12])[CH:15]=2)[C:5]2[N:10]=[CH:9][S:8][C:6]=2[N:7]=1, predict the reactants needed to synthesize it. (8) Given the product [CH3:63][C:64]([CH3:65])=[CH:66][CH2:67][CH2:68]/[C:69](/[CH3:70])=[CH:71]/[CH2:72][CH2:7]/[C:6](/[CH3:8])=[CH:5]/[CH2:4][CH2:3]/[CH:2]=[C:9](/[CH2:13][CH2:30]/[CH:53]=[C:52](/[CH2:54][CH2:55][CH:56]1[O:60][C:57]1([CH3:58])[CH3:59])\[CH3:47])\[CH3:10], predict the reactants needed to synthesize it. The reactants are: C[C@@H:2]([C@@H:9]1[C@@:13]2([CH3:30])CCC3[C@@]4(C)CC[C@H](O)C(C)(C)[C@@H]4CCC=3[C@]2(C)C[CH2:10]1)[CH2:3][CH2:4][CH:5]=[C:6]([CH3:8])[CH3:7].C[C@@H]([C@@H]1[C@@]2(C)CC[C@@:47]34[CH2:53][C@:52]53[CH2:54][CH2:55][C@H:56]([OH:60])[C:57]([CH3:59])([CH3:58])[C@@H]5CC[C@H]4[C@]2(C)CC1)CCC=C(C)C.[CH3:63][CH:64]([CH2:66][CH2:67][CH2:68][C@H:69]([C@@H:71]1[C@]2(C)[C@H]([C@H]3[C@H](CC2)[C@]2(C)C(C[C@H](CC2)O)=CC3)C[CH2:72]1)[CH3:70])[CH3:65].CC1C(CCC(O)=O)=C(CC2NC(/C=C3/C(C=C)=C(C)C(N/3)=O)=C(C)C=2CCC(O)=O)NC=1/C=C1/C(C)=C(C=C)C(N/1)=O.O1C(C)(C)[C@@H]1CC[C@H]([C@@H]1[C@]2(C)[C@H]([C@H]3[C@H](CC2)[C@]2(C)C(C[C@H](CC2)O)=CC3)CC1)C.[O-]CC(=CCC/C(=C/CC/C(=C/CC/C=C(/CC/C=C(/CCC=C(C)C)\C)\C)/C)/C)C.